Task: Predict the reaction yield, written as a fraction of the theoretical maximum amount of product (1.0 means a 100% yield; for example, 0.34 means a 34% yield).. Dataset: Reaction yield outcomes from USPTO patents with 853,638 reactions (1) The reactants are [C:1]1([CH2:11][OH:12])[C:10]2[C:5](=[CH:6][CH:7]=[CH:8][CH:9]=2)[CH:4]=[CH:3][CH:2]=1.[H-].[Na+].Cl[C:16]1[N:17]=[C:18]([OH:26])[C:19]2[CH:25]=[CH:24][N:23]=[CH:22][C:20]=2[N:21]=1. The catalyst is O1CCOCC1. The product is [C:1]1([CH2:11][O:12][C:16]2[N:17]=[C:18]([OH:26])[C:19]3[CH:25]=[CH:24][N:23]=[CH:22][C:20]=3[N:21]=2)[C:10]2[C:5](=[CH:6][CH:7]=[CH:8][CH:9]=2)[CH:4]=[CH:3][CH:2]=1. The yield is 0.690. (2) The reactants are [CH3:1][O:2][C:3](=[O:32])[C:4]1[CH:9]=[CH:8][C:7]([O:10][CH2:11][C:12]2[C:13]([C:25]3[CH:30]=[CH:29][C:28]([F:31])=[CH:27][CH:26]=3)=[N:14][O:15][C:16]=2/[CH:17]=C/C2C=CC=CC=2)=[N:6][CH:5]=1.I([O-])(=O)(=O)=[O:34].[Na+]. The catalyst is [Cl-].C([N+](CC)(CC)CC)C1C=CC=CC=1.O1CCOCC1.O.[Os](=O)(=O)(=O)=O. The product is [CH3:1][O:2][C:3](=[O:32])[C:4]1[CH:9]=[CH:8][C:7]([O:10][CH2:11][C:12]2[C:13]([C:25]3[CH:30]=[CH:29][C:28]([F:31])=[CH:27][CH:26]=3)=[N:14][O:15][C:16]=2[CH:17]=[O:34])=[N:6][CH:5]=1. The yield is 0.780. (3) The reactants are [O:1]=[C:2]1[NH:6][C:5](=[O:7])[C:4](=[CH:8][C:9]2[CH:33]=[CH:32][C:12]([O:13][C:14]3[CH:19]=[CH:18][C:17]([C:20](=[CH:24][C:25]4[CH:30]=[CH:29][C:28]([CH3:31])=[CH:27][CH:26]=4)[C:21]([OH:23])=[O:22])=[CH:16][CH:15]=3)=[CH:11][CH:10]=2)[S:3]1.C([O-])=O.[NH4+]. The catalyst is C(O)(=O)C.[Pd]. The product is [O:1]=[C:2]1[NH:6][C:5](=[O:7])[CH:4]([CH2:8][C:9]2[CH:10]=[CH:11][C:12]([O:13][C:14]3[CH:15]=[CH:16][C:17]([C:20](=[CH:24][C:25]4[CH:26]=[CH:27][C:28]([CH3:31])=[CH:29][CH:30]=4)[C:21]([OH:23])=[O:22])=[CH:18][CH:19]=3)=[CH:32][CH:33]=2)[S:3]1. The yield is 0.591. (4) The reactants are [CH3:1][CH:2]([OH:10])[C:3]1[CH:8]=[CH:7][C:6]([F:9])=[CH:5][CH:4]=1.[H-].[Na+].[F:13][C:14]1[CH:21]=[CH:20][CH:19]=[C:18](F)[C:15]=1[C:16]#[N:17]. The catalyst is CN(C)C=O. The product is [F:13][C:14]1[CH:21]=[CH:20][CH:19]=[C:18]([O:10][CH:2]([C:3]2[CH:8]=[CH:7][C:6]([F:9])=[CH:5][CH:4]=2)[CH3:1])[C:15]=1[C:16]#[N:17]. The yield is 0.780. (5) The reactants are [CH3:1][CH2:2][C:3](=O)[CH:4]([CH2:6][CH3:7])[OH:5].[N:9]#[C:10][NH2:11].[O-]CC.[Na+].O. The catalyst is C(O)C. The product is [NH2:11][C:10]1[O:5][C:4]([CH2:6][CH3:7])=[C:3]([CH2:2][CH3:1])[N:9]=1. The yield is 0.297. (6) The product is [CH2:15]([C:12]1[CH:13]=[CH:14][C:9]([C:8]([C:3]2[CH:4]=[N:5][CH:6]=[CH:7][C:2]=2[OH:20])=[O:17])=[CH:10][CH:11]=1)[CH3:16]. The reactants are Cl[C:2]1[CH:7]=[CH:6][N:5]=[CH:4][C:3]=1[C:8](=[O:17])[C:9]1[CH:14]=[CH:13][C:12]([CH2:15][CH3:16])=[CH:11][CH:10]=1.Cl.C([O-])([O-])=[O:20].[Na+].[Na+]. The catalyst is OO. The yield is 0.920. (7) The reactants are [Br:1][C:2]1[N:3]=[C:4]([S:11][CH3:12])[C:5]2[N:6]([CH:8]=[CH:9][N:10]=2)[CH:7]=1.C1C(=O)N([I:20])C(=O)C1. The product is [Br:1][C:2]1[N:3]=[C:4]([S:11][CH3:12])[C:5]2[N:6]([C:8]([I:20])=[CH:9][N:10]=2)[CH:7]=1. The catalyst is CN(C=O)C. The yield is 0.801. (8) No catalyst specified. The product is [NH:9]1[C:10]2[C:15](=[CH:14][CH:13]=[CH:12][CH:11]=2)[CH:16]=[C:8]1[C:3]1[CH:4]=[CH:5][CH:6]=[CH:7][C:2]=1[NH:1][C:27](=[O:28])[CH2:26][CH2:25][C:20]1[CH:21]=[CH:22][CH:23]=[CH:24][C:19]=1[O:18][CH3:17]. The reactants are [NH2:1][C:2]1[CH:7]=[CH:6][CH:5]=[CH:4][C:3]=1[C:8]1[NH:9][C:10]2[C:15]([CH:16]=1)=[CH:14][CH:13]=[CH:12][CH:11]=2.[CH3:17][O:18][C:19]1[CH:24]=[CH:23][CH:22]=[CH:21][C:20]=1[CH2:25][CH2:26][C:27](O)=[O:28]. The yield is 0.620.